Task: Predict the product of the given reaction.. Dataset: Forward reaction prediction with 1.9M reactions from USPTO patents (1976-2016) (1) Given the reactants [CH3:1][C:2]([CH3:17])=[CH:3][C:4]([NH:6][C:7]1[CH:16]=[CH:15][CH:14]=[CH:13][C:8]=1[C:9]([O:11][CH3:12])=[O:10])=[O:5].[Cl-].[Cl-].[Cl-].[Al+3], predict the reaction product. The product is: [CH3:1][C:2]1([CH3:17])[C:16]2[C:7](=[C:8]([C:9]([O:11][CH3:12])=[O:10])[CH:13]=[CH:14][CH:15]=2)[NH:6][C:4](=[O:5])[CH2:3]1. (2) Given the reactants [N+:1]([CH2:4][CH2:5][C:6]([OH:8])=[O:7])([O-:3])=[O:2].[CH2:9](O)[CH3:10], predict the reaction product. The product is: [N+:1]([CH2:4][CH2:5][C:6]([O:8][CH2:9][CH3:10])=[O:7])([O-:3])=[O:2]. (3) Given the reactants [CH:1]([C:3]1[S:7][C:6]([C:8]([O:10][CH3:11])=[O:9])=[CH:5][CH:4]=1)=O.[CH3:12][NH2:13].C(O[BH-](OC(=O)C)OC(=O)C)(=O)C.[Na+].[OH-].[Na+], predict the reaction product. The product is: [CH3:12][NH:13][CH2:1][C:3]1[S:7][C:6]([C:8]([O:10][CH3:11])=[O:9])=[CH:5][CH:4]=1. (4) Given the reactants [CH3:1][C:2]1([C:8]2[CH:13]=[CH:12][C:11]([CH3:14])=[CH:10][CH:9]=2)[C:5](=[O:6])[CH2:4][C:3]1=[O:7].[CH:15](=O)[C:16]1[CH:21]=[CH:20][CH:19]=[CH:18][CH:17]=1.[CH3:23][C:24]1[C:32]2[C:27](=[CH:28][CH:29]=[CH:30][CH:31]=2)[NH:26][CH:25]=1, predict the reaction product. The product is: [OH:7][C:3]1[C:2]([CH3:1])([C:8]2[CH:13]=[CH:12][C:11]([CH3:14])=[CH:10][CH:9]=2)[C:5](=[O:6])[C:4]=1[CH:15]([C:25]1[NH:26][C:27]2[C:32]([C:24]=1[CH3:23])=[CH:31][CH:30]=[CH:29][CH:28]=2)[C:16]1[CH:21]=[CH:20][CH:19]=[CH:18][CH:17]=1. (5) Given the reactants [CH3:1][O:2][C:3](=[O:34])[CH2:4][C@H:5]1[C:9]2[CH:10]=[CH:11][C:12]([O:14][C@H:15]3[C:23]4[C:18](=[C:19](B5OC(C)(C)C(C)(C)O5)[CH:20]=[CH:21][C:22]=4[F:24])[CH2:17][CH2:16]3)=[CH:13][C:8]=2[O:7][CH2:6]1.Br[C:36]1[C:41]([CH3:42])=[CH:40][C:39]([C:43]2[N:44]=[N:45][C:46]([CH3:49])=[CH:47][CH:48]=2)=[CH:38][C:37]=1[CH3:50].BrC1C=CC(F)=C2C=1CC[C@H]2OC1C=CC2[C@H](CC(OC)=O)COC=2C=1, predict the reaction product. The product is: [CH3:1][O:2][C:3](=[O:34])[CH2:4][C@H:5]1[C:9]2[CH:10]=[CH:11][C:12]([O:14][C@H:15]3[C:23]4[C:18](=[C:19]([C:36]5[C:37]([CH3:50])=[CH:38][C:39]([C:43]6[N:44]=[N:45][C:46]([CH3:49])=[CH:47][CH:48]=6)=[CH:40][C:41]=5[CH3:42])[CH:20]=[CH:21][C:22]=4[F:24])[CH2:17][CH2:16]3)=[CH:13][C:8]=2[O:7][CH2:6]1. (6) Given the reactants Cl[C:2]1[N:3]([CH2:28][CH2:29][CH3:30])[C:4](=[O:27])[C:5]2[NH:6][C:7]([C:11]3[CH:12]=[N:13][N:14]([CH2:16][C:17]4[CH:22]=[CH:21][CH:20]=[C:19]([C:23]([F:26])([F:25])[F:24])[CH:18]=4)[CH:15]=3)=[N:8][C:9]=2[N:10]=1.[CH2:31](N(CC)CC)[CH3:32].Cl.C([NH:41][CH2:42][C:43]([OH:45])=[O:44])C.C(OCC)(=O)C, predict the reaction product. The product is: [CH2:31]([O:45][C:43](=[O:44])[CH2:42][NH:41][C:2]1[N:3]([CH2:28][CH2:29][CH3:30])[C:4](=[O:27])[C:5]2[NH:6][C:7]([C:11]3[CH:12]=[N:13][N:14]([CH2:16][C:17]4[CH:22]=[CH:21][CH:20]=[C:19]([C:23]([F:26])([F:24])[F:25])[CH:18]=4)[CH:15]=3)=[N:8][C:9]=2[N:10]=1)[CH3:32].